From a dataset of Peptide-MHC class II binding affinity with 134,281 pairs from IEDB. Regression. Given a peptide amino acid sequence and an MHC pseudo amino acid sequence, predict their binding affinity value. This is MHC class II binding data. (1) The peptide sequence is DAATAGTTVYGAFAA. The MHC is HLA-DPA10103-DPB10401 with pseudo-sequence HLA-DPA10103-DPB10401. The binding affinity (normalized) is 0.210. (2) The peptide sequence is CHDGMGWLTIGISGP. The MHC is DRB1_1501 with pseudo-sequence DRB1_1501. The binding affinity (normalized) is 0.0155.